Dataset: Reaction yield outcomes from USPTO patents with 853,638 reactions. Task: Predict the reaction yield, written as a fraction of the theoretical maximum amount of product (1.0 means a 100% yield; for example, 0.34 means a 34% yield). (1) The reactants are [C:1]1([S:7]([N:10]2[C:14]3=[N:15][CH:16]=[C:17]([N+:20]([O-:22])=[O:21])[C:18](Cl)=[C:13]3[CH:12]=[CH:11]2)(=[O:9])=[O:8])[CH:6]=[CH:5][CH:4]=[CH:3][CH:2]=1.[CH2:23]([N:30]1[CH2:34][CH2:33][C@@H:32]([NH2:35])[CH2:31]1)[C:24]1[CH:29]=[CH:28][CH:27]=[CH:26][CH:25]=1.C(N(C(C)C)CC)(C)C. The catalyst is CC(O)C. The product is [CH2:23]([N:30]1[CH2:34][CH2:33][C@@H:32]([NH:35][C:18]2[C:13]3[CH:12]=[CH:11][N:10]([S:7]([C:1]4[CH:6]=[CH:5][CH:4]=[CH:3][CH:2]=4)(=[O:9])=[O:8])[C:14]=3[N:15]=[CH:16][C:17]=2[N+:20]([O-:22])=[O:21])[CH2:31]1)[C:24]1[CH:25]=[CH:26][CH:27]=[CH:28][CH:29]=1. The yield is 0.880. (2) The reactants are Cl.[CH2:2]([O:9][C:10]1[C:11](=[O:19])[CH:12]=[C:13]([CH2:17]Cl)[N:14]([CH3:16])[CH:15]=1)[C:3]1[CH:8]=[CH:7][CH:6]=[CH:5][CH:4]=1.[NH2:20][C@H:21]([C:23]([NH:25][CH3:26])=[O:24])[CH3:22].Cl.C(N(C(C)C)CC)(C)C. The catalyst is CC#N. The product is [CH2:2]([O:9][C:10]1[C:11](=[O:19])[CH:12]=[C:13]([CH2:17][NH:20][C@@H:21]([CH3:22])[C:23]([NH:25][CH3:26])=[O:24])[N:14]([CH3:16])[CH:15]=1)[C:3]1[CH:8]=[CH:7][CH:6]=[CH:5][CH:4]=1. The yield is 0.870. (3) The reactants are ClC1C2C(=CC=CC=2)C(C)=NN=1.[NH2:13][C:14]1[CH:34]=[CH:33][C:17]2[N:18]([C:21]3[CH:26]=[CH:25][C:24](C4C=CC=CC=4)=[CH:23][CH:22]=3)[CH:19]=[N:20][C:16]=2[CH:15]=1. The catalyst is CC(O)C. The product is [NH2:13][C:14]1[CH:34]=[CH:33][C:17]2[N:18]([C:21]3[CH:26]=[CH:25][CH:24]=[CH:23][CH:22]=3)[CH:19]=[N:20][C:16]=2[CH:15]=1. The yield is 0.880.